Dataset: Catalyst prediction with 721,799 reactions and 888 catalyst types from USPTO. Task: Predict which catalyst facilitates the given reaction. (1) Reactant: Cl.C[N:3]1[CH2:8][CH2:7][N:6]([C:9]2[CH:10]=[CH:11][CH:12]=[C:13]3[C:18]=2[N:17]=[CH:16][C:15]([S:19]([C:22]2[CH:27]=[CH:26][CH:25]=[CH:24][CH:23]=2)(=[O:21])=[O:20])=[CH:14]3)[CH2:5][CH2:4]1.[Cl:28]C(OC(Cl)C)=O.C(N(CC)C(C)C)(C)C. Product: [ClH:28].[C:22]1([S:19]([C:15]2[CH:16]=[N:17][C:18]3[C:13]([CH:14]=2)=[CH:12][CH:11]=[CH:10][C:9]=3[N:6]2[CH2:7][CH2:8][NH:3][CH2:4][CH2:5]2)(=[O:21])=[O:20])[CH:23]=[CH:24][CH:25]=[CH:26][CH:27]=1. The catalyst class is: 26. (2) Reactant: [CH2:1]([O:8][C:9]1[N:14]=[N:13][C:12]([CH2:15][CH2:16][C:17]2[CH:24]=[CH:23][C:20]([CH:21]=O)=[CH:19][CH:18]=2)=[CH:11][CH:10]=1)[C:2]1[CH:7]=[CH:6][CH:5]=[CH:4][CH:3]=1.[NH:25]1[CH2:30][CH2:29][O:28][CH2:27][CH2:26]1.C(O[BH-](OC(=O)C)OC(=O)C)(=O)C. Product: [CH2:1]([O:8][C:9]1[N:14]=[N:13][C:12]([CH2:15][CH2:16][C:17]2[CH:24]=[CH:23][C:20]([CH2:21][N:25]3[CH2:30][CH2:29][O:28][CH2:27][CH2:26]3)=[CH:19][CH:18]=2)=[CH:11][CH:10]=1)[C:2]1[CH:7]=[CH:6][CH:5]=[CH:4][CH:3]=1. The catalyst class is: 1. (3) Reactant: [F:1][C:2]1[C:10]([O:11][CH3:12])=[CH:9][CH:8]=[C:7]([I:13])[C:3]=1[C:4]([NH2:6])=O.S(Cl)(Cl)=O. Product: [F:1][C:2]1[C:10]([O:11][CH3:12])=[CH:9][CH:8]=[C:7]([I:13])[C:3]=1[C:4]#[N:6]. The catalyst class is: 9. (4) Reactant: [F:1][C:2]1[CH:7]=[CH:6][C:5]([O:8][C:9]([F:12])([F:11])[F:10])=[CH:4][C:3]=1[CH:13]([OH:17])[C:14]([OH:16])=O.[NH2:18][C:19]1[CH:24]=[CH:23][CH:22]=[CH:21][C:20]=1O. Product: [O:16]1[C:20]2[CH:21]=[CH:22][CH:23]=[CH:24][C:19]=2[N:18]=[C:14]1[CH:13]([C:3]1[CH:4]=[C:5]([O:8][C:9]([F:10])([F:11])[F:12])[CH:6]=[CH:7][C:2]=1[F:1])[OH:17]. The catalyst class is: 113. (5) Reactant: Cl.[NH2:2][OH:3].[OH-:4].[Na+].[C:6]1([P:12](Cl)([C:14]2[CH:19]=[CH:18][CH:17]=[CH:16][CH:15]=2)=O)[CH:11]=[CH:10][CH:9]=[CH:8][CH:7]=1. The catalyst class is: 38. Product: [NH2:2][O:3][P:12](=[O:4])([C:14]1[CH:15]=[CH:16][CH:17]=[CH:18][CH:19]=1)[C:6]1[CH:11]=[CH:10][CH:9]=[CH:8][CH:7]=1. (6) Reactant: [Br:1][C:2]1[CH:3]=[CH:4][C:5]([CH:11]([OH:16])[CH2:12][CH2:13][CH2:14][CH3:15])=[C:6]([CH:10]=1)[C:7]([OH:9])=[O:8].[OH-].[Na+:18]. Product: [Na+:18].[Br:1][C:2]1[CH:3]=[CH:4][C:5]([CH:11]([OH:16])[CH2:12][CH2:13][CH2:14][CH3:15])=[C:6]([CH:10]=1)[C:7]([O-:9])=[O:8]. The catalyst class is: 5. (7) Reactant: [C:1]([NH:4][C:5]([C:7]1[CH:8]=[CH:9][C:10]([CH2:14][NH:15][C:16](=O)[CH3:17])=[C:11]([CH:13]=1)[NH2:12])=[O:6])(=[O:3])[CH3:2].C(=O)([O-])[O-].[K+].[K+].[I-].[K+].[Cl:27][C:28]1[CH:35]=[C:34]([Cl:36])[CH:33]=[CH:32][C:29]=1[CH2:30]Cl. Product: [ClH:27].[C:1]([NH:4][C:5]([C:7]1[CH:13]=[C:11]2[C:10]([CH2:14][N:15]=[C:16]([CH3:17])[N:12]2[CH2:30][C:29]2[CH:32]=[CH:33][C:34]([Cl:36])=[CH:35][C:28]=2[Cl:27])=[CH:9][CH:8]=1)=[O:6])(=[O:3])[CH3:2]. The catalyst class is: 35. (8) Reactant: [CH3:1][C:2]1[C:14]2[C:13](=[O:15])[C:12]3[C:7](=[CH:8][CH:9]=[CH:10][CH:11]=3)[NH:6][C:5]=2[N:4]([C:16]2[CH:21]=[CH:20][CH:19]=[CH:18][N:17]=2)[N:3]=1.[H-].[Na+].I[CH3:25].[OH-].[Na+]. Product: [CH3:1][C:2]1[C:14]2[C:13](=[O:15])[C:12]3[C:7](=[CH:8][CH:9]=[CH:10][CH:11]=3)[N:6]([CH3:25])[C:5]=2[N:4]([C:16]2[CH:21]=[CH:20][CH:19]=[CH:18][N:17]=2)[N:3]=1. The catalyst class is: 35. (9) Reactant: COC([C:5]1[CH:6]=[C:7]2[C:12](=[CH:13][CH:14]=1)[CH:11]=[C:10]([C:15]([OH:17])=O)[CH:9]=[CH:8]2)=O.C([N:20]([CH2:23]C)CC)C.C1(P(N=[N+]=[N-])(C2C=CC=CC=2)=[O:32])C=CC=CC=1.[H-].[Al+3].[Li+].[H-].[H-].[H-].[C:48]([OH:52])([CH3:51])([CH3:50])[CH3:49]. Product: [OH:17][CH2:15][C:10]1[CH:11]=[C:12]2[C:7](=[CH:8][CH:9]=1)[CH:6]=[C:5]([NH:20][C:23](=[O:32])[O:52][C:48]([CH3:51])([CH3:50])[CH3:49])[CH:14]=[CH:13]2. The catalyst class is: 13. (10) Reactant: C([Li])CCC.C(NC(C)C)(C)C.[F:13][C:14]1[CH:15]=[CH:16][C:17]([O:20][CH3:21])=[N:18][CH:19]=1.[CH:22]1([CH:25]=[O:26])[CH2:24][CH2:23]1.[Cl-].[NH4+]. Product: [CH:22]1([CH:25]([C:15]2[C:14]([F:13])=[CH:19][N:18]=[C:17]([O:20][CH3:21])[CH:16]=2)[OH:26])[CH2:24][CH2:23]1. The catalyst class is: 134.